Dataset: Full USPTO retrosynthesis dataset with 1.9M reactions from patents (1976-2016). Task: Predict the reactants needed to synthesize the given product. (1) Given the product [C:36]([O:16][C:14](=[O:15])[N:12]([C@@H:8]([C:9](=[O:11])[N:60]([CH3:61])[C@@H:52]([C:51](=[O:62])[NH:50][CH3:49])[CH2:53][C:54]1[CH:59]=[CH:58][CH:57]=[CH:56][CH:55]=1)[CH2:7][C:4]1[CH:3]=[CH:2][C:1]([C:21]2[CH:26]=[CH:25][CH:24]=[CH:23][CH:22]=2)=[CH:6][CH:5]=1)[CH3:13])([CH3:35])([CH3:31])[CH3:38], predict the reactants needed to synthesize it. The reactants are: [C:1]1([C:21]2[CH:26]=[CH:25][CH:24]=[CH:23][CH:22]=2)[CH:6]=[CH:5][C:4]([CH2:7][C@@H:8]([N:12]([C:14]([O:16]C(C)(C)C)=[O:15])[CH3:13])[C:9]([OH:11])=O)=[CH:3][CH:2]=1.ON1C2N=C[CH:35]=[CH:36][C:31]=2N=N1.Cl.[CH3:38]N(C)CCCN=C=NCC.[CH3:49][NH:50][C:51](=[O:62])[CH:52]([NH:60][CH3:61])[CH2:53][C:54]1[CH:59]=[CH:58][CH:57]=[CH:56][CH:55]=1.C(N(C(C)C)CC)(C)C. (2) Given the product [CH2:27]([O:26][C:24]([N:18]1[CH2:23][CH2:22][N:21]([C:2]2[CH:3]=[CH:4][C:5]([N+:15]([O-:17])=[O:16])=[C:6]([N:8]3[CH2:13][CH2:12][CH:11]([CH3:14])[CH2:10][CH2:9]3)[CH:7]=2)[CH2:20][CH2:19]1)=[O:25])[C:28]1[CH:33]=[CH:32][CH:31]=[CH:30][CH:29]=1, predict the reactants needed to synthesize it. The reactants are: Cl[C:2]1[CH:3]=[CH:4][C:5]([N+:15]([O-:17])=[O:16])=[C:6]([N:8]2[CH2:13][CH2:12][CH:11]([CH3:14])[CH2:10][CH2:9]2)[CH:7]=1.[N:18]1([C:24]([O:26][CH2:27][C:28]2[CH:33]=[CH:32][CH:31]=[CH:30][CH:29]=2)=[O:25])[CH2:23][CH2:22][NH:21][CH2:20][CH2:19]1.N1C(C)=CC=CC=1C. (3) Given the product [CH3:7][O:8][C:9]1[C:14]([O:15][CH2:16][CH2:17][NH:18][CH2:19][CH:20]([OH:36])[CH2:21][O:22][C:23]2[C:28]3[C:29]4[C:34]([NH:35][C:27]=3[CH:26]=[CH:25][CH:24]=2)=[CH:33][CH:32]=[CH:31][CH:30]=4)=[CH:13][CH:12]=[CH:11][CH:10]=1.[CH3:7][O:8][C:9]1[C:14]([O:15][CH2:16][CH2:17][NH:18][CH2:19][CH:20]([OH:36])[CH2:21][O:22][C:23]2[C:28]3[C:29]4[C:34]([NH:35][C:27]=3[CH:26]=[CH:25][CH:24]=2)=[CH:33][CH:32]=[CH:31][CH:30]=4)=[CH:13][CH:12]=[CH:11][CH:10]=1.[OH2:5].[OH:39][P:37]([OH:41])([OH:40])=[O:38].[OH:39][P:37]([OH:41])([OH:40])=[O:38], predict the reactants needed to synthesize it. The reactants are: C([O:5]C)(C)(C)C.[CH3:7][O:8][C:9]1[CH:10]=[CH:11][CH:12]=[CH:13][C:14]=1[O:15][CH2:16][CH2:17][NH:18][CH2:19][CH:20]([OH:36])[CH2:21][O:22][C:23]1[CH:24]=[CH:25][CH:26]=[C:27]2[NH:35][C:34]3[CH:33]=[CH:32][CH:31]=[CH:30][C:29]=3[C:28]=12.[P:37](=[O:41])([OH:40])([OH:39])[OH:38]. (4) Given the product [CH2:18]([O:17][C:15](=[O:16])[CH2:14][O:1][C:2]1[CH:9]=[CH:8][C:5]([CH:6]=[O:7])=[CH:4][C:3]=1[N+:10]([O-:12])=[O:11])[CH3:19], predict the reactants needed to synthesize it. The reactants are: [OH:1][C:2]1[CH:9]=[CH:8][C:5]([CH:6]=[O:7])=[CH:4][C:3]=1[N+:10]([O-:12])=[O:11].Br[CH2:14][C:15]([O:17][CH2:18][CH3:19])=[O:16]. (5) Given the product [CH3:24][S:25]([CH2:28][C:29]([NH:1][C:2]1[CH:3]=[C:4]([CH:21]=[CH:22][CH:23]=1)[O:5][C:6]1[CH:7]=[CH:8][C:9]2[N:10]([CH:12]=[C:13]([NH:15][C:16]([CH:18]3[CH2:20][CH2:19]3)=[O:17])[N:14]=2)[N:11]=1)=[O:30])(=[O:27])=[O:26], predict the reactants needed to synthesize it. The reactants are: [NH2:1][C:2]1[CH:3]=[C:4]([CH:21]=[CH:22][CH:23]=1)[O:5][C:6]1[CH:7]=[CH:8][C:9]2[N:10]([CH:12]=[C:13]([NH:15][C:16]([CH:18]3[CH2:20][CH2:19]3)=[O:17])[N:14]=2)[N:11]=1.[CH3:24][S:25]([CH2:28][C:29](O)=[O:30])(=[O:27])=[O:26].Cl.CN(C)CCCN=C=NCC.ON1C2C=CC=CC=2N=N1.C(N(CC)CC)C. (6) Given the product [C:11]([O:10][C:6]1[C:3]2[CH:4]=[CH:5][S:1][C:2]=2[CH:9]=[CH:8][CH:7]=1)(=[O:18])[C:12]1[CH:17]=[CH:16][CH:15]=[CH:14][CH:13]=1, predict the reactants needed to synthesize it. The reactants are: [S:1]1[CH:5]=[CH:4][C:3]2[C:6]([OH:10])=[CH:7][CH:8]=[CH:9][C:2]1=2.[C:11](Cl)(=[O:18])[C:12]1[CH:17]=[CH:16][CH:15]=[CH:14][CH:13]=1. (7) Given the product [CH2:3]([C:5]1[O:6][C:7]2[CH:21]=[CH:20][CH:19]=[CH:18][C:8]=2[C:9]=1[CH:10]([C:12]1[CH:13]=[CH:14][CH:15]=[CH:16][CH:17]=1)[OH:11])[CH3:4], predict the reactants needed to synthesize it. The reactants are: [BH4-].[Na+].[CH2:3]([C:5]1[O:6][C:7]2[CH:21]=[CH:20][CH:19]=[CH:18][C:8]=2[C:9]=1[C:10]([C:12]1[CH:17]=[CH:16][CH:15]=[CH:14][CH:13]=1)=[O:11])[CH3:4].